From a dataset of Full USPTO retrosynthesis dataset with 1.9M reactions from patents (1976-2016). Predict the reactants needed to synthesize the given product. The reactants are: [OH-].[Na+].C[O:4][C:5](=[O:29])[C:6]1[CH:11]=[CH:10][C:9]([Cl:12])=[C:8]([NH:13][C:14]([C:16]2[C:27](=[O:28])[NH:26][C:19]3[N:20]=[C:21]([O:24][CH3:25])[N:22]=[CH:23][C:18]=3[CH:17]=2)=[O:15])[CH:7]=1. Given the product [Cl:12][C:9]1[CH:10]=[CH:11][C:6]([C:5]([OH:29])=[O:4])=[CH:7][C:8]=1[NH:13][C:14]([C:16]1[C:27](=[O:28])[NH:26][C:19]2[N:20]=[C:21]([O:24][CH3:25])[N:22]=[CH:23][C:18]=2[CH:17]=1)=[O:15], predict the reactants needed to synthesize it.